This data is from Full USPTO retrosynthesis dataset with 1.9M reactions from patents (1976-2016). The task is: Predict the reactants needed to synthesize the given product. (1) Given the product [CH2:25]([N:22]([CH2:23][CH3:24])[C:20]([C:19]1[CH:27]=[CH:28][C:16]([CH:9]([N:10]2[CH2:11][CH2:12][N:13]([CH2:34][C:30]3[O:29][CH:33]=[CH:32][CH:31]=3)[CH2:14][CH2:15]2)[C:5]2[CH:4]=[C:3]([CH:8]=[CH:7][CH:6]=2)[C:1]#[N:2])=[CH:17][CH:18]=1)=[O:21])[CH3:26], predict the reactants needed to synthesize it. The reactants are: [C:1]([C:3]1[CH:4]=[C:5]([CH:9]([C:16]2[CH:28]=[CH:27][C:19]([C:20]([N:22]([CH2:25][CH3:26])[CH2:23][CH3:24])=[O:21])=[CH:18][CH:17]=2)[N:10]2[CH2:15][CH2:14][NH:13][CH2:12][CH2:11]2)[CH:6]=[CH:7][CH:8]=1)#[N:2].[O:29]1[CH:33]=[CH:32][CH:31]=[C:30]1[CH:34]=O.C(O[BH-](OC(=O)C)OC(=O)C)(=O)C.[Na+]. (2) Given the product [Cl:17][CH2:16][C@@H:18]([OH:20])[CH2:19][C:2]1[CH:7]=[C:6]([F:8])[C:5]([F:9])=[CH:4][C:3]=1[F:10], predict the reactants needed to synthesize it. The reactants are: Br[C:2]1[CH:7]=[C:6]([F:8])[C:5]([F:9])=[CH:4][C:3]=1[F:10].C([Mg]Cl)(C)C.[CH2:16]([C@H:18]1[O:20][CH2:19]1)[Cl:17].Cl. (3) Given the product [OH:30][CH2:29][CH:28]([NH:27][C:22]([C:20]1[C:14]2[O:15][CH2:16][CH2:17][CH2:18][CH2:19][C:13]=2[CH:12]=[C:11]([C:5]2[CH:6]=[CH:7][C:8]([O:9][CH3:10])=[C:3]([O:2][CH3:1])[CH:4]=2)[CH:21]=1)=[O:23])[CH2:31][C:32]1[C:36]2[CH:37]=[N:38][CH:39]=[CH:40][C:35]=2[NH:34][CH:33]=1, predict the reactants needed to synthesize it. The reactants are: [CH3:1][O:2][C:3]1[CH:4]=[C:5]([C:11]2[CH:21]=[C:20]([C:22](O)=[O:23])[C:14]3[O:15][CH2:16][CH2:17][CH2:18][CH2:19][C:13]=3[CH:12]=2)[CH:6]=[CH:7][C:8]=1[O:9][CH3:10].Cl.Cl.[NH2:27][CH:28]([CH2:31][C:32]1[C:36]2[CH:37]=[N:38][CH:39]=[CH:40][C:35]=2[NH:34][CH:33]=1)[CH2:29][OH:30].C1C=CC2N(O)N=NC=2C=1.CCN=C=NCCCN(C)C. (4) Given the product [NH2:16][C:2]1[CH:7]=[C:6]([C:8]([F:11])([F:10])[F:9])[N:5]=[C:4]([C:12]([O:14][CH3:15])=[O:13])[CH:3]=1, predict the reactants needed to synthesize it. The reactants are: Cl[C:2]1[CH:7]=[C:6]([C:8]([F:11])([F:10])[F:9])[N:5]=[C:4]([C:12]([O:14][CH3:15])=[O:13])[CH:3]=1.[N-:16]=[N+]=[N-].[Na+].O.[BH4-].[Na+]. (5) Given the product [CH3:7][C:4]([O:3][C:1]([NH:8][CH:9]1[CH:19]([OH:16])[CH2:18][C:22]2([CH2:27][CH2:26][N:25]([C:28]([O:30][CH2:31][C:32]3[CH:37]=[CH:36][CH:35]=[CH:34][CH:33]=3)=[O:29])[CH2:24][CH2:23]2)[CH2:21]1)=[O:2])([CH3:5])[CH3:6], predict the reactants needed to synthesize it. The reactants are: [C:1]([NH:8][C:9](=O)[O-])([O:3][C:4]([CH3:7])([CH3:6])[CH3:5])=[O:2].C([O:16]Cl)(C)(C)C.[CH2:18]1[C:22]2([CH2:27][CH2:26][N:25]([C:28]([O:30][CH2:31][C:32]3[CH:37]=[CH:36][CH:35]=[CH:34][CH:33]=3)=[O:29])[CH2:24][CH2:23]2)[CH2:21]C=[CH:19]1. (6) Given the product [CH:1]([C:3]1[CH:11]=[CH:10][C:6]([C:7]([N:17]([CH3:18])[CH3:16])=[O:8])=[CH:5][CH:4]=1)=[O:2], predict the reactants needed to synthesize it. The reactants are: [CH:1]([C:3]1[CH:11]=[CH:10][C:6]([C:7](O)=[O:8])=[CH:5][CH:4]=1)=[O:2].S(Cl)(Cl)=O.[CH3:16][NH:17][CH3:18].O. (7) Given the product [O:17]=[C:14]1[CH2:15][CH2:16][O:11][CH2:12][CH:13]1[C:19]([O:21][CH2:22][CH3:23])=[O:20], predict the reactants needed to synthesize it. The reactants are: [Li+].C[Si]([N-][Si](C)(C)C)(C)C.[O:11]1[CH2:16][CH2:15][C:14](=[O:17])[CH2:13][CH2:12]1.Cl[C:19]([O:21][CH2:22][CH3:23])=[O:20]. (8) Given the product [N:12]1([C:10]2[C:9]3[C:4](=[CH:5][CH:6]=[CH:7][CH:8]=3)[N:3]=[C:2]([CH:1]=[O:19])[CH:11]=2)[CH2:17][CH2:16][O:15][CH2:14][CH2:13]1, predict the reactants needed to synthesize it. The reactants are: [CH3:1][C:2]1[CH:11]=[C:10]([N:12]2[CH2:17][CH2:16][O:15][CH2:14][CH2:13]2)[C:9]2[C:4](=[CH:5][CH:6]=[CH:7][CH:8]=2)[N:3]=1.[Se](=O)=[O:19].